From a dataset of Reaction yield outcomes from USPTO patents with 853,638 reactions. Predict the reaction yield, written as a fraction of the theoretical maximum amount of product (1.0 means a 100% yield; for example, 0.34 means a 34% yield). (1) The reactants are [C:1]([C:4]1([NH:10][C:11]([C:13]2[CH:14]=[N:15][N:16]3[C:21]([C:22]4[CH:27]=[CH:26][C:25]([Cl:28])=[CH:24][CH:23]=4)=[C:20]([C:29]4[CH:34]=[CH:33][CH:32]=[CH:31][C:30]=4[Cl:35])[CH:19]=[N:18][C:17]=23)=[O:12])[CH2:9][CH2:8][CH2:7][CH2:6][CH2:5]1)(O)=[O:2].Cl.CN.O.O[N:41]1[C:45]2C=CC=CC=2N=N1.Cl.CN(C)CCCN=C=NCC.C(=O)([O-])O.[Na+]. The catalyst is C(Cl)Cl.C(N(CC)CC)C. The product is [Cl:35][C:30]1[CH:31]=[CH:32][CH:33]=[CH:34][C:29]=1[C:20]1[CH:19]=[N:18][C:17]2[N:16]([N:15]=[CH:14][C:13]=2[C:11](=[O:12])[NH:10][C:4]2([C:1](=[O:2])[NH:41][CH3:45])[CH2:9][CH2:8][CH2:7][CH2:6][CH2:5]2)[C:21]=1[C:22]1[CH:23]=[CH:24][C:25]([Cl:28])=[CH:26][CH:27]=1. The yield is 0.610. (2) The reactants are [CH2:1]([O:8][C:9](=[O:20])[N:10]([CH2:17][CH:18]=C)[CH:11](C)[CH2:12][CH2:13][CH:14]=[CH2:15])[C:2]1[CH:7]=[CH:6][CH:5]=[CH:4][CH:3]=1. The catalyst is C(Cl)Cl.C=CC1C=CC=CC=1.C1C=CC(P(C2C=CC=CC=2)C2C=CC=CC=2)=CC=1.C1C=CC(P(C2C=CC=CC=2)C2C=CC=CC=2)=CC=1.Cl[Ru]Cl. The product is [CH2:1]([O:8][C:9]([N:10]1[CH2:11][CH:12]=[CH:13][CH2:14][CH2:15][CH:17]1[CH3:18])=[O:20])[C:2]1[CH:3]=[CH:4][CH:5]=[CH:6][CH:7]=1. The yield is 0.920. (3) The reactants are [Cl:1][C:2]1[C:3]([NH2:9])=[N:4][CH:5]=[N:6][C:7]=1Cl.[CH2:10]([O:12][C:13](=[O:22])[CH2:14][C:15]1[CH:20]=[CH:19][C:18]([NH2:21])=[CH:17][CH:16]=1)[CH3:11].C(N(CC)C(C)C)(C)C. The catalyst is C(O)CCC. The product is [CH2:10]([O:12][C:13](=[O:22])[CH2:14][C:15]1[CH:16]=[CH:17][C:18]([NH:21][C:7]2[C:2]([Cl:1])=[C:3]([NH2:9])[N:4]=[CH:5][N:6]=2)=[CH:19][CH:20]=1)[CH3:11]. The yield is 0.490. (4) The reactants are Cl.[Cl:2][C:3]1[CH:4]=[C:5]2[C:9](=[CH:10][CH:11]=1)[NH:8][CH:7]=[C:6]2[CH2:12][CH2:13][NH2:14].[F:15][C:16]1[CH:17]=[C:18]([N:23]2[CH2:27][CH2:26][CH:25]([C:28](O)=[O:29])[C:24]2=[O:31])[CH:19]=[C:20]([F:22])[CH:21]=1.CN(C(ON1N=NC2C=CC=NC1=2)=[N+](C)C)C.F[P-](F)(F)(F)(F)F.C(N(CC)C(C)C)(C)C. The catalyst is CN(C=O)C. The product is [Cl:2][C:3]1[CH:4]=[C:5]2[C:9](=[CH:10][CH:11]=1)[NH:8][CH:7]=[C:6]2[CH2:12][CH2:13][NH:14][C:28]([CH:25]1[CH2:26][CH2:27][N:23]([C:18]2[CH:19]=[C:20]([F:22])[CH:21]=[C:16]([F:15])[CH:17]=2)[C:24]1=[O:31])=[O:29]. The yield is 0.260. (5) The reactants are Cl.[Cl:2][C:3]1[CH:4]=[CH:5][C:6]2[N:7]([C:9]([CH2:19]Cl)=[C:10]([C:12]3[CH:17]=[CH:16][C:15]([F:18])=[CH:14][CH:13]=3)[N:11]=2)[CH:8]=1.[F:21][C:22]1[CH:27]=[C:26]([F:28])[N:25]=[C:24]([NH2:29])[N:23]=1. No catalyst specified. The product is [Cl:2][C:3]1[CH:4]=[CH:5][C:6]2[N:7]([C:9]([CH2:19][NH:29][C:24]3[N:25]=[C:26]([F:28])[CH:27]=[C:22]([F:21])[N:23]=3)=[C:10]([C:12]3[CH:17]=[CH:16][C:15]([F:18])=[CH:14][CH:13]=3)[N:11]=2)[CH:8]=1. The yield is 0.450. (6) The reactants are [C:1]([C:4]1[CH:9]=[CH:8][C:7]([N:10]2[C:14]([C:15]3[CH:20]=[CH:19][C:18]([N:21]4[CH2:25][CH2:24][O:23][C:22]4=[O:26])=[CH:17][CH:16]=3)=[CH:13][CH:12]=[C:11]2[CH2:27][CH2:28][C:29]([O:31]CC)=[O:30])=[C:6]([CH3:34])[CH:5]=1)(=[O:3])[NH2:2].O.[OH-].[Li+]. The catalyst is C1COCC1.O. The product is [C:1]([C:4]1[CH:9]=[CH:8][C:7]([N:10]2[C:14]([C:15]3[CH:16]=[CH:17][C:18]([N:21]4[CH2:25][CH2:24][O:23][C:22]4=[O:26])=[CH:19][CH:20]=3)=[CH:13][CH:12]=[C:11]2[CH2:27][CH2:28][C:29]([OH:31])=[O:30])=[C:6]([CH3:34])[CH:5]=1)(=[O:3])[NH2:2]. The yield is 0.390. (7) The reactants are [Cl:1][C:2]1[CH:3]=[C:4]2[C:10]([CH:11]3[CH2:16][CH2:15][NH:14][CH2:13][CH2:12]3)=[C:9]([C:17]3[CH:29]=[CH:28][C:20]([O:21][CH2:22][CH2:23][CH2:24][N:25]([CH3:27])[CH3:26])=[CH:19][CH:18]=3)[NH:8][C:5]2=[N:6][CH:7]=1.[CH3:30][S:31](Cl)(=[O:33])=[O:32].C(N(C(C)C)CC)(C)C. The catalyst is CN1C(=O)CCC1. The product is [Cl:1][C:2]1[CH:3]=[C:4]2[C:10]([CH:11]3[CH2:16][CH2:15][N:14]([S:31]([CH3:30])(=[O:33])=[O:32])[CH2:13][CH2:12]3)=[C:9]([C:17]3[CH:29]=[CH:28][C:20]([O:21][CH2:22][CH2:23][CH2:24][N:25]([CH3:26])[CH3:27])=[CH:19][CH:18]=3)[NH:8][C:5]2=[N:6][CH:7]=1. The yield is 0.100. (8) The reactants are [CH2:1]([O:8][CH2:9][C:10]([CH2:12][O:13][CH2:14][C:15]1[CH:20]=[CH:19][CH:18]=[CH:17][CH:16]=1)=[O:11])[C:2]1[CH:7]=[CH:6][CH:5]=[CH:4][CH:3]=1.[CH2:21](O)[CH2:22][OH:23].C(OCC)(OCC)OCC.C(=O)([O-])O.[Na+]. The catalyst is O.C1(C)C=CC(S(O)(=O)=O)=CC=1.C(OCC)(=O)C. The product is [CH2:1]([O:8][CH2:9][C:10]1([CH2:12][O:13][CH2:14][C:15]2[CH:16]=[CH:17][CH:18]=[CH:19][CH:20]=2)[O:23][CH2:22][CH2:21][O:11]1)[C:2]1[CH:3]=[CH:4][CH:5]=[CH:6][CH:7]=1. The yield is 0.816. (9) The product is [CH2:14]1[CH2:15][O:16][C:12]2([CH2:11][CH2:10][CH2:9][C:8]3[C:2]2([CH3:1])[CH2:3][CH2:4][C:5](=[O:6])[CH:7]=3)[O:13]1. The catalyst is O.C1(C)C=CC(S(O)(=O)=O)=CC=1. The yield is 0.940. The reactants are [CH3:1][C:2]12[C:12](=[O:13])[CH2:11][CH2:10][CH2:9][C:8]1=[CH:7][C:5](=[O:6])[CH2:4][CH2:3]2.[CH3:14][C:15]1(CC)OCC[O:16]1.C(O)CO. (10) The reactants are [F:1][C:2]([F:37])([F:36])[C:3]1[CH:35]=[CH:34][C:6]([O:7][CH2:8][C@@H:9]([NH:14]C(C2C=CC=CC=2)(C2C=CC=CC=2)C2C=CC=CC=2)[C:10]([O:12]C)=[O:11])=[CH:5][CH:4]=1.Cl.[CH3:51][C:50]([O:49][C:47](O[C:47]([O:49][C:50]([CH3:53])([CH3:52])[CH3:51])=[O:48])=[O:48])([CH3:53])[CH3:52]. The catalyst is CCOC(C)=O. The product is [C:50]([O:49][C:47]([NH:14][C@H:9]([CH2:8][O:7][C:6]1[CH:34]=[CH:35][C:3]([C:2]([F:1])([F:36])[F:37])=[CH:4][CH:5]=1)[C:10]([OH:12])=[O:11])=[O:48])([CH3:51])([CH3:52])[CH3:53]. The yield is 0.600.